From a dataset of Catalyst prediction with 721,799 reactions and 888 catalyst types from USPTO. Predict which catalyst facilitates the given reaction. Reactant: [Cl:1][C:2]1[C:6]([N:7]([CH2:15][CH3:16])C(=O)OC(C)(C)C)=[CH:5][N:4]([C:17]2[CH:18]=[N:19][CH:20]=[CH:21][CH:22]=2)[N:3]=1.Cl. Product: [ClH:1].[Cl:1][C:2]1[C:6]([NH:7][CH2:15][CH3:16])=[CH:5][N:4]([C:17]2[CH:18]=[N:19][CH:20]=[CH:21][CH:22]=2)[N:3]=1. The catalyst class is: 12.